This data is from Peptide-MHC class II binding affinity with 134,281 pairs from IEDB. The task is: Regression. Given a peptide amino acid sequence and an MHC pseudo amino acid sequence, predict their binding affinity value. This is MHC class II binding data. The peptide sequence is DPKMLELMRLYITIH. The MHC is DRB1_0401 with pseudo-sequence DRB1_0401. The binding affinity (normalized) is 0.499.